This data is from Reaction yield outcomes from USPTO patents with 853,638 reactions. The task is: Predict the reaction yield, written as a fraction of the theoretical maximum amount of product (1.0 means a 100% yield; for example, 0.34 means a 34% yield). The reactants are [Br:1][C:2]1[CH:7]=[CH:6][C:5]([CH:8]2[CH2:14][C:13](=O)O[C:10](=O)[CH2:9]2)=[CH:4][CH:3]=1.[CH2:16]([NH2:23])[C:17]1[CH:22]=[CH:21][CH:20]=[CH:19][CH:18]=1. The catalyst is C1(C)C=CC=CC=1. The product is [CH2:16]([N:23]1[CH2:13][CH2:14][CH:8]([C:5]2[CH:6]=[CH:7][C:2]([Br:1])=[CH:3][CH:4]=2)[CH2:9][CH2:10]1)[C:17]1[CH:22]=[CH:21][CH:20]=[CH:19][CH:18]=1. The yield is 0.500.